The task is: Predict the product of the given reaction.. This data is from Forward reaction prediction with 1.9M reactions from USPTO patents (1976-2016). (1) Given the reactants [CH2:1]([O:8][C:9]1[CH:14]=[CH:13][C:12]([Br:15])=[CH:11][C:10]=1[CH:16]([C:22]1[CH:27]=[CH:26][CH:25]=[CH:24][CH:23]=1)[CH2:17][C:18](OC)=[O:19])[C:2]1[CH:7]=[CH:6][CH:5]=[CH:4][CH:3]=1.[BH4-].[Na+].[Cl-].[Al+3].[Cl-].[Cl-].Cl, predict the reaction product. The product is: [CH2:1]([O:8][C:9]1[CH:14]=[CH:13][C:12]([Br:15])=[CH:11][C:10]=1[CH:16]([C:22]1[CH:27]=[CH:26][CH:25]=[CH:24][CH:23]=1)[CH2:17][CH2:18][OH:19])[C:2]1[CH:3]=[CH:4][CH:5]=[CH:6][CH:7]=1. (2) Given the reactants Br[CH2:2][N:3]1[C:7](=[O:8])[C:6]2=[CH:9][CH:10]=[CH:11][CH:12]=[C:5]2[C:4]1=[O:13].[P:14]([O:19]C)([O:17][CH3:18])[O:15][CH3:16], predict the reaction product. The product is: [C:7]1(=[O:8])[N:3]([CH2:2][P:14](=[O:19])([O:17][CH3:18])[O:15][CH3:16])[C:4](=[O:13])[C:5]2=[CH:12][CH:11]=[CH:10][CH:9]=[C:6]12. (3) Given the reactants [CH2:1]([N:8]1[CH2:16][CH:15]2[CH:10]([CH2:11][CH:12]=[CH:13][CH:14]2[OH:17])[CH2:9]1)C1C=CC=CC=1.[OH2:18].O.[C:20](O)(=O)[C:21](O)=[O:22], predict the reaction product. The product is: [CH2:21]([O:22][C:1]([N:8]1[CH2:16][CH:15]2[CH:10]([CH2:11][CH2:12][CH2:13][CH:14]2[OH:17])[CH2:9]1)=[O:18])[CH3:20].